From a dataset of Reaction yield outcomes from USPTO patents with 853,638 reactions. Predict the reaction yield, written as a fraction of the theoretical maximum amount of product (1.0 means a 100% yield; for example, 0.34 means a 34% yield). (1) The reactants are I[C:2]1[S:3][CH:4]=[CH:5][C:6]=1[S:7][CH3:8].[Br:9][C:10]1[CH:15]=[CH:14][CH:13]=[CH:12][C:11]=1B(O)O.C(=O)([O-])[O-].[K+].[K+].C(COC)OC. The catalyst is [Pd].C1(P(C2C=CC=CC=2)C2C=CC=CC=2)C=CC=CC=1.C1(P(C2C=CC=CC=2)C2C=CC=CC=2)C=CC=CC=1.C1(P(C2C=CC=CC=2)C2C=CC=CC=2)C=CC=CC=1.C1(P(C2C=CC=CC=2)C2C=CC=CC=2)C=CC=CC=1.C(O)C. The product is [Br:9][C:10]1[CH:15]=[CH:14][C:13]([C:2]2[S:3][CH:4]=[CH:5][C:6]=2[S:7][CH3:8])=[CH:12][CH:11]=1. The yield is 0.600. (2) The reactants are [CH:1]1([NH:4][CH2:5][CH2:6][OH:7])[CH2:3][CH2:2]1.C(N(CC)CC)C.[Cl:15][C:16]1[CH:21]=[CH:20][CH:19]=[C:18]([CH3:22])[C:17]=1[S:23](Cl)(=[O:25])=[O:24]. The catalyst is ClCCl. The product is [Cl:15][C:16]1[CH:21]=[CH:20][CH:19]=[C:18]([CH3:22])[C:17]=1[S:23]([N:4]([CH:1]1[CH2:3][CH2:2]1)[CH2:5][CH2:6][OH:7])(=[O:24])=[O:25]. The yield is 0.500. (3) The reactants are [CH2:1]([O:3][C:4](=[O:18])[CH2:5][CH:6]1[O:10][B:9]([OH:11])[C:8]2[CH:12]=[C:13]([OH:17])[CH:14]=[C:15]([CH3:16])[C:7]1=2)[CH3:2].[Br:19][C:20]1[S:21][C:22]([N+:25]([O-:27])=[O:26])=[N:23][N:24]=1.C([O-])([O-])=O.[K+].[K+].[Br-]. No catalyst specified. The product is [CH2:1]([O:3][C:4](=[O:18])[CH2:5][CH:6]1[O:10][B:9]([OH:11])[C:8]2[CH:12]=[C:13]([O:17][C:22]3[S:21][C:20]([Br:19])=[N:24][N:23]=3)[CH:14]=[C:15]([CH3:16])[C:7]1=2)[CH3:2].[CH2:1]([O:3][C:4](=[O:18])[CH2:5][CH:6]1[O:10][B:9]([OH:11])[C:8]2[CH:12]=[C:13]([O:17][C:20]3[S:21][C:22]([N+:25]([O-:27])=[O:26])=[N:23][N:24]=3)[CH:14]=[C:15]([CH3:16])[C:7]1=2)[CH3:2]. The yield is 0.140. (4) The reactants are [CH3:1][CH2:2][CH:3]([OH:6])[CH2:4][CH3:5].F[C:8]1[CH:13]=[CH:12][CH:11]=[CH:10][C:9]=1[N+:14]([O-:16])=[O:15].[CH3:17][CH2:18][CH:19]([O:22][C:23]1[CH:29]=[CH:28][CH:27]=[CH:26][C:24]=1[NH2:25])[CH2:20][CH3:21].[NH2:30][C:31]1[S:32][CH:33]=[CH:34][N:35]=1. No catalyst specified. The product is [CH3:1][CH2:2][CH:3]([O:6][C:8]1[CH:13]=[CH:12][CH:11]=[CH:10][C:9]=1[N+:14]([O-:16])=[O:15])[CH2:4][CH3:5].[CH3:17][CH2:18][CH:19]([O:22][C:23]1[CH:29]=[CH:28][CH:27]=[CH:26][C:24]=1[NH:25][C:3]([NH:30][C:31]1[S:32][CH:33]=[CH:34][N:35]=1)=[O:6])[CH2:20][CH3:21]. The yield is 0.700. (5) The reactants are [Si:1]([O:8][C:9]1[CH:14]=[C:13]([O:15][Si:16]([C:19]([CH3:22])([CH3:21])[CH3:20])([CH3:18])[CH3:17])[CH:12]=[CH:11][C:10]=1[CH:23]1[CH2:28][CH2:27][C:26](=O)[CH2:25][CH2:24]1)([C:4]([CH3:7])([CH3:6])[CH3:5])([CH3:3])[CH3:2].[CH2:30]([NH2:37])[C:31]1[CH:36]=[CH:35][CH:34]=[CH:33][CH:32]=1. The catalyst is ClCCl. The product is [CH2:30]([N:37]=[C:26]1[CH2:27][CH2:28][CH:23]([C:10]2[CH:11]=[CH:12][C:13]([O:15][Si:16]([C:19]([CH3:21])([CH3:22])[CH3:20])([CH3:17])[CH3:18])=[CH:14][C:9]=2[O:8][Si:1]([C:4]([CH3:6])([CH3:5])[CH3:7])([CH3:2])[CH3:3])[CH2:24][CH2:25]1)[C:31]1[CH:36]=[CH:35][CH:34]=[CH:33][CH:32]=1. The yield is 0.860.